The task is: Regression/Classification. Given a drug SMILES string, predict its absorption, distribution, metabolism, or excretion properties. Task type varies by dataset: regression for continuous measurements (e.g., permeability, clearance, half-life) or binary classification for categorical outcomes (e.g., BBB penetration, CYP inhibition). For this dataset (lipophilicity_astrazeneca), we predict Y.. This data is from Experimental lipophilicity measurements (octanol/water distribution) for 4,200 compounds from AstraZeneca. (1) The molecule is COc1ccc2nc(C)cc(OCC(=O)NCc3ccccc3)c2c1. The Y is 3.20 logD. (2) The drug is c1ccc(Nc2[nH]nnc2-c2ccccc2)cc1. The Y is 3.37 logD. (3) The molecule is NC(=O)c1sc2nccc(Nc3ccccc3)c2c1N. The Y is 2.91 logD. (4) The Y is 3.20 logD. The molecule is C[C@]12CC[C@H]3[C@@H](C=CC4=CC(=O)CC[C@@]43C)[C@@H]1CC[C@@]21CCC(=O)O1. (5) The molecule is CC(c1ccccc1)C(Cc1nc2ccccc2[nH]1)c1nc2ccccc2[nH]1. The Y is 4.48 logD. (6) The compound is COc1cc(CCc2cc(Nc3ccnc(NCc4cc(C)no4)n3)n[nH]2)cc(OC)c1. The Y is 3.10 logD. (7) The drug is Cc1cccc(C(N)=O)c1NC(=O)c1ccccc1. The Y is 1.09 logD. (8) The drug is CCOC(=O)c1ccc(OC(=O)CCCCCN=C(N)N)cc1. The Y is 2.41 logD. (9) The Y is 1.94 logD. The drug is Cc1ccc(S(=O)(=O)Nc2c(C(=O)NC3CCCCC3C)c(C)nn2-c2ccccc2)cc1. (10) The compound is COc1ccc(C(=O)C2CCN(C(=O)c3ccco3)CC2)cc1. The Y is 2.42 logD.